This data is from Peptide-MHC class I binding affinity with 185,985 pairs from IEDB/IMGT. The task is: Regression. Given a peptide amino acid sequence and an MHC pseudo amino acid sequence, predict their binding affinity value. This is MHC class I binding data. (1) The peptide sequence is GWIPETAIW. The MHC is Mamu-B17 with pseudo-sequence Mamu-B17. The binding affinity (normalized) is 0.385. (2) The peptide sequence is KDKVKVLEQT. The MHC is Mamu-A11 with pseudo-sequence Mamu-A11. The binding affinity (normalized) is 0. (3) The peptide sequence is LTFGWCFKL. The MHC is HLA-B18:01 with pseudo-sequence HLA-B18:01. The binding affinity (normalized) is 0.0180. (4) The peptide sequence is KLMEEYLRR. The MHC is HLA-A03:01 with pseudo-sequence HLA-A03:01. The binding affinity (normalized) is 0.775. (5) The peptide sequence is EMKEAFHGL. The MHC is BoLA-T2b with pseudo-sequence BoLA-T2b. The binding affinity (normalized) is 0.566. (6) The peptide sequence is FLRGRAYGL. The MHC is HLA-B53:01 with pseudo-sequence HLA-B53:01. The binding affinity (normalized) is 0. (7) The peptide sequence is NLPPVVAKEI. The MHC is Mamu-A01 with pseudo-sequence Mamu-A01. The binding affinity (normalized) is 0.120.